Dataset: Catalyst prediction with 721,799 reactions and 888 catalyst types from USPTO. Task: Predict which catalyst facilitates the given reaction. (1) The catalyst class is: 67. Product: [CH3:27][O:26][C:23]1[CH:24]=[CH:25][C:20]([C@H:18]2[CH2:19][C@@H:17]2[CH2:16][O:15][C:13]2[CH:14]=[C:9]([NH:8][CH2:7][C:6]#[CH:5])[C:10](=[O:29])[N:11]([CH3:28])[N:12]=2)=[N:21][CH:22]=1. Reactant: COC1C=C[C:6]([CH2:7][N:8](CC#C)[C:9]2[C:10](=[O:29])[N:11]([CH3:28])[N:12]=[C:13]([O:15][CH2:16][C@H:17]3[CH2:19][C@@H:18]3[C:20]3[CH:25]=[CH:24][C:23]([O:26][CH3:27])=[CH:22][N:21]=3)[CH:14]=2)=[CH:5]C=1.C([O-])(O)=O.[Na+]. (2) Reactant: C([O:3][C:4]([C:6]1[CH:10]=[C:9]([C:11]2[N:15]3[C:16]4[C:21]([N:22]=[C:23]([NH:24][CH2:25][CH2:26][CH2:27][OH:28])[C:14]3=[N:13][CH:12]=2)=[CH:20][C:19]([C:29]([F:32])([F:31])[F:30])=[CH:18][CH:17]=4)[NH:8][N:7]=1)=[O:5])C.[Li+].[OH-]. Product: [OH:28][CH2:27][CH2:26][CH2:25][NH:24][C:23]1[C:14]2[N:15]([C:11]([C:9]3[NH:8][N:7]=[C:6]([C:4]([OH:5])=[O:3])[CH:10]=3)=[CH:12][N:13]=2)[C:16]2[C:21]([N:22]=1)=[CH:20][C:19]([C:29]([F:31])([F:30])[F:32])=[CH:18][CH:17]=2. The catalyst class is: 20. (3) Reactant: [F:1][CH2:2][CH2:3][NH:4][CH2:5][C:6]1[NH:7][C:8](=[O:16])[C:9]2[CH2:15][O:14][CH2:13][CH2:12][C:10]=2[N:11]=1.[F:17][C:18]1[CH:35]=[CH:34][C:21]([C:22]([CH:24]2[CH2:29][CH2:28][N:27]([CH2:30][C:31](O)=[O:32])[CH2:26][CH2:25]2)=[O:23])=[CH:20][CH:19]=1.CC#N.O. Product: [F:17][C:18]1[CH:19]=[CH:20][C:21]([C:22]([CH:24]2[CH2:25][CH2:26][N:27]([CH2:30][C:31]([N:4]([CH2:3][CH2:2][F:1])[CH2:5][C:6]3[NH:7][C:8](=[O:16])[C:9]4[CH2:15][O:14][CH2:13][CH2:12][C:10]=4[N:11]=3)=[O:32])[CH2:28][CH2:29]2)=[O:23])=[CH:34][CH:35]=1. The catalyst class is: 106. (4) The catalyst class is: 17. Reactant: [C:1]12[C:7](=[CH:8][CH:9]=[CH:10][CH:11]=1)[NH:6][C:5](=[O:12])[O:4][C:2]2=O.Cl.C(O[C:17](=O)[C@H:18](C)[NH2:19])C. Product: [CH3:17][C@@H:18]1[NH:19][C:2](=[O:4])[C:1]2[CH:11]=[CH:10][CH:9]=[CH:8][C:7]=2[NH:6][C:5]1=[O:12]. (5) Reactant: C(O)(=O)C.[NH2:5][C:6]1[S:7][C:8]([CH3:16])=[CH:9][C:10]=1[C:11]([O:13][CH2:14][CH3:15])=[O:12].[O-:17][C:18]#[N:19].[Na+]. Product: [CH3:16][C:8]1[S:7][C:6]([NH:5][C:18]([NH2:19])=[O:17])=[C:10]([C:11]([O:13][CH2:14][CH3:15])=[O:12])[CH:9]=1. The catalyst class is: 6. (6) Reactant: [CH:1]([C:3]1[C:11]2[C:10]([C:12]#[N:13])=[CH:9][CH:8]=[CH:7][C:6]=2[N:5]([CH3:14])[C:4]=1[C:15]1[CH:20]=[CH:19][CH:18]=[CH:17][CH:16]=1)=O.[OH:21][C:22]1[C:27]2[C:28](=[O:31])[CH2:29][O:30][C:26]=2[CH:25]=[C:24]([OH:32])[CH:23]=1. Product: [OH:21][C:22]1[C:27]2[C:28](=[O:31])/[C:29](=[CH:1]/[C:3]3[C:11]4[C:10]([C:12]#[N:13])=[CH:9][CH:8]=[CH:7][C:6]=4[N:5]([CH3:14])[C:4]=3[C:15]3[CH:20]=[CH:19][CH:18]=[CH:17][CH:16]=3)/[O:30][C:26]=2[CH:25]=[C:24]([OH:32])[CH:23]=1. The catalyst class is: 33. (7) Reactant: Cl[C:2]1[N:7]2[N:8]=[C:9]([C:24]3[CH:29]=[CH:28][C:27]([F:30])=[CH:26][CH:25]=3)[C:10]([C:11]3[CH:16]=[C:15]([CH3:17])[N:14]=[C:13]([NH:18][CH:19]4[CH2:23][CH2:22][CH2:21][CH2:20]4)[N:12]=3)=[C:6]2[CH:5]=[CH:4][CH:3]=1.[NH2:31][NH2:32]. Product: [CH:19]1([NH:18][C:13]2[N:12]=[C:11]([C:10]3[C:9]([C:24]4[CH:29]=[CH:28][C:27]([F:30])=[CH:26][CH:25]=4)=[N:8][N:7]4[C:2]([NH:31][NH2:32])=[CH:3][CH:4]=[CH:5][C:6]=34)[CH:16]=[C:15]([CH3:17])[N:14]=2)[CH2:23][CH2:22][CH2:21][CH2:20]1. The catalyst class is: 162. (8) Reactant: [NH:1]1[CH2:6][CH2:5][CH:4]([C:7]2[CH:8]=[C:9]3[C:14](=[CH:15][CH:16]=2)[N:13]=[CH:12][CH:11]=[C:10]3[NH:17][C:18]([NH:20][C:21]2[CH:26]=[CH:25][CH:24]=[C:23]([C:27]([F:30])([F:29])[F:28])[N:22]=2)=[O:19])[CH2:3][CH2:2]1.Br[CH2:32][CH2:33][F:34].C(=O)([O-])[O-].[Cs+].[Cs+].C(=O)(O)[O-].[Na+]. Product: [F:34][CH2:33][CH2:32][N:1]1[CH2:6][CH2:5][CH:4]([C:7]2[CH:8]=[C:9]3[C:14](=[CH:15][CH:16]=2)[N:13]=[CH:12][CH:11]=[C:10]3[NH:17][C:18]([NH:20][C:21]2[CH:26]=[CH:25][CH:24]=[C:23]([C:27]([F:28])([F:29])[F:30])[N:22]=2)=[O:19])[CH2:3][CH2:2]1. The catalyst class is: 12.